From a dataset of Catalyst prediction with 721,799 reactions and 888 catalyst types from USPTO. Predict which catalyst facilitates the given reaction. (1) Reactant: [CH2:1]([C:4]1[CH:9]=[CH:8][CH:7]=[CH:6][C:5]=1[OH:10])[CH2:2][CH3:3].[H-].[Na+].I[CH3:14]. Product: [CH3:14][O:10][C:5]1[CH:6]=[CH:7][CH:8]=[CH:9][C:4]=1[CH2:1][CH2:2][CH3:3]. The catalyst class is: 18. (2) Reactant: [CH3:1][O:2][C:3](=[O:25])/[CH:4]=[CH:5]/[C:6]1[N:7]=[CH:8][C:9]([NH:12][C@@H:13]2[CH2:17][CH2:16][N:15](C(OC(C)(C)C)=O)[CH2:14]2)=[N:10][CH:11]=1.[ClH:26].O1CCOCC1.C(OC(C)C)(C)C. Product: [ClH:26].[ClH:26].[NH:15]1[CH2:16][CH2:17][C@@H:13]([NH:12][C:9]2[N:10]=[CH:11][C:6](/[CH:5]=[CH:4]/[C:3]([O:2][CH3:1])=[O:25])=[N:7][CH:8]=2)[CH2:14]1. The catalyst class is: 12. (3) Reactant: [C:1]([C:9]1[C:10](=[O:20])[N:11]([CH3:19])[C:12](=[O:18])[N:13]([CH3:17])[C:14]=1[CH2:15]Br)(=O)[C:2]1[CH:7]=[CH:6][CH:5]=[CH:4][CH:3]=1.[NH2:21][CH2:22][CH2:23][NH:24][C:25](=[O:31])[O:26][C:27]([CH3:30])([CH3:29])[CH3:28]. Product: [C:27]([O:26][C:25](=[O:31])[NH:24][CH2:23][CH2:22][N:21]1[C:1]([C:2]2[CH:7]=[CH:6][CH:5]=[CH:4][CH:3]=2)=[C:9]2[C:14]([N:13]([CH3:17])[C:12](=[O:18])[N:11]([CH3:19])[C:10]2=[O:20])=[CH:15]1)([CH3:30])([CH3:28])[CH3:29]. The catalyst class is: 14. (4) Reactant: C(OC([N:8]1[CH2:13][CH2:12][CH:11]([C:14]2[N:19]=[CH:18][C:17]([NH:20][C:21]([C:23]3[CH:24]=[N:25][N:26]([C:29]4[CH:34]=[CH:33][C:32]([C:35]([F:38])([F:37])[F:36])=[CH:31][N:30]=4)[C:27]=3[CH3:28])=[O:22])=[CH:16][CH:15]=2)[CH2:10][CH2:9]1)=O)(C)(C)C.FC(F)(F)C(O)=O.[OH-].[Na+]. Product: [CH3:28][C:27]1[N:26]([C:29]2[CH:34]=[CH:33][C:32]([C:35]([F:37])([F:36])[F:38])=[CH:31][N:30]=2)[N:25]=[CH:24][C:23]=1[C:21]([NH:20][C:17]1[CH:18]=[N:19][C:14]([CH:11]2[CH2:12][CH2:13][NH:8][CH2:9][CH2:10]2)=[CH:15][CH:16]=1)=[O:22]. The catalyst class is: 4.